Dataset: Full USPTO retrosynthesis dataset with 1.9M reactions from patents (1976-2016). Task: Predict the reactants needed to synthesize the given product. (1) The reactants are: [CH2:1]([O:3][C:4]1[CH:11]=[CH:10][CH:9]=[C:8]([CH2:12][CH2:13][CH2:14][CH2:15][CH2:16][CH2:17][CH2:18][CH2:19][CH2:20][CH2:21][CH2:22][CH2:23][CH2:24][CH2:25][CH3:26])[C:5]=1[CH:6]=O)[CH3:2].[C:27]([O:33][CH2:34][CH3:35])(=[O:32])[CH2:28][C:29]([CH3:31])=O.C(O)(=O)C.N1CCCCC1.[CH3:46][CH2:47][O:48][C:49](/[CH:51]=[C:52](\[NH2:54])/[CH3:53])=[O:50]. Given the product [CH2:1]([O:3][C:4]1[CH:11]=[CH:10][CH:9]=[C:8]([CH2:12][CH2:13][CH2:14][CH2:15][CH2:16][CH2:17][CH2:18][CH2:19][CH2:20][CH2:21][CH2:22][CH2:23][CH2:24][CH2:25][CH3:26])[C:5]=1[CH:6]1[C:28]([C:27]([O:33][CH2:34][CH3:35])=[O:32])=[C:29]([CH3:31])[NH:54][C:52]([CH3:53])=[C:51]1[C:49]([O:48][CH2:47][CH3:46])=[O:50])[CH3:2], predict the reactants needed to synthesize it. (2) The reactants are: [Cl:1][C:2]1[CH:7]=[C:6]([C:8]2[C:9](=[O:19])[O:10][C:11]3([CH2:18][CH2:17][CH2:16][CH2:15][CH2:14]3)[C:12]=2[OH:13])[C:5]([CH3:20])=[CH:4][C:3]=1[C:21]1[CH:26]=[CH:25][C:24]([CH3:27])=[C:23]([N+:28]([O-])=O)[CH:22]=1.CS(Cl)(=O)=O.[C:36](O)(=[O:38])[CH3:37]. Given the product [Cl:1][C:2]1[CH:7]=[C:6]([C:8]2[C:9](=[O:19])[O:10][C:11]3([CH2:18][CH2:17][CH2:16][CH2:15][CH2:14]3)[C:12]=2[OH:13])[C:5]([CH3:20])=[CH:4][C:3]=1[C:21]1[CH:26]=[CH:25][C:24]([CH3:27])=[C:23]([NH:28][C:36](=[O:38])[CH3:37])[CH:22]=1, predict the reactants needed to synthesize it. (3) Given the product [CH:1]1([N:5]2[C:13]3[C:8](=[CH:9][CH:10]=[CH:11][C:12]=3[C:14]([F:15])([F:16])[F:17])[C:7]([C:18]3[CH:23]=[CH:22][C:21]([OH:24])=[CH:20][C:19]=3[OH:26])=[N:6]2)[CH2:4][CH2:3][CH2:2]1, predict the reactants needed to synthesize it. The reactants are: [CH:1]1([N:5]2[C:13]3[C:8](=[CH:9][CH:10]=[CH:11][C:12]=3[C:14]([F:17])([F:16])[F:15])[C:7]([C:18]3[CH:23]=[CH:22][C:21]([O:24]C)=[CH:20][C:19]=3[O:26]C)=[N:6]2)[CH2:4][CH2:3][CH2:2]1.B(Br)(Br)Br.C1CCCCC=1. (4) Given the product [N:36]1([CH2:35][CH2:34][CH2:33][C:16]2[CH:15]=[C:14]([O:13][CH2:12][CH2:11][CH2:10][CH2:9][OH:8])[CH:19]=[C:18]([O:20][CH2:21][CH2:22][CH2:23][CH2:24][OH:25])[CH:17]=2)[CH2:41][CH2:40][CH2:39][CH2:38][CH2:37]1, predict the reactants needed to synthesize it. The reactants are: [Si]([O:8][CH2:9][CH2:10][CH2:11][CH2:12][O:13][C:14]1[CH:15]=[C:16]([CH2:33][CH2:34][CH2:35][N:36]2[CH2:41][CH2:40][CH2:39][CH2:38][CH2:37]2)[CH:17]=[C:18]([O:20][CH2:21][CH2:22][CH2:23][CH2:24][O:25][Si](C(C)(C)C)(C)C)[CH:19]=1)(C(C)(C)C)(C)C.Cl. (5) The reactants are: C[O:2][C:3]1[CH:12]=[C:11]([O:13]C)[CH:10]=[C:9]2[C:4]=1[C:5](=[S:23])[N:6]([C:15]1[CH:20]=[CH:19][C:18]([O:21]C)=[CH:17][CH:16]=1)[CH:7]=[N:8]2.B(Br)(Br)Br.Cl.N1C=CC=CC=1.C([O-])(O)=O.[Na+]. Given the product [OH:2][C:3]1[CH:12]=[C:11]([OH:13])[CH:10]=[C:9]2[C:4]=1[C:5](=[S:23])[N:6]([C:15]1[CH:16]=[CH:17][C:18]([OH:21])=[CH:19][CH:20]=1)[CH:7]=[N:8]2, predict the reactants needed to synthesize it.